From a dataset of Full USPTO retrosynthesis dataset with 1.9M reactions from patents (1976-2016). Predict the reactants needed to synthesize the given product. (1) Given the product [OH:3][NH:2][C:9](=[NH:10])[C:11]1[CH:12]=[C:13]2[C:17](=[CH:18][CH:19]=1)[NH:16][C:15]([C:20]([O:22][CH2:23][CH3:24])=[O:21])=[CH:14]2, predict the reactants needed to synthesize it. The reactants are: Cl.[NH2:2][OH:3].C(=O)(O)[O-].[Na+].[C:9]([C:11]1[CH:12]=[C:13]2[C:17](=[CH:18][CH:19]=1)[NH:16][C:15]([C:20]([O:22][CH2:23][CH3:24])=[O:21])=[CH:14]2)#[N:10]. (2) Given the product [C:33]([NH:1][C:2]1[CH:3]=[C:4]([N:8]2[C:13](=[O:14])[C:12]([CH2:15][C:16]3[CH:21]=[CH:20][CH:19]=[CH:18][CH:17]=3)=[N:11][C:10]3[CH:22]=[CH:23][CH:24]=[N:25][C:9]2=3)[CH:5]=[CH:6][CH:7]=1)(=[O:40])[C:34]1[CH:39]=[CH:38][CH:37]=[CH:36][CH:35]=1, predict the reactants needed to synthesize it. The reactants are: [NH2:1][C:2]1[CH:3]=[C:4]([N:8]2[C:13](=[O:14])[C:12]([CH2:15][C:16]3[CH:21]=[CH:20][CH:19]=[CH:18][CH:17]=3)=[N:11][C:10]3[CH:22]=[CH:23][CH:24]=[N:25][C:9]2=3)[CH:5]=[CH:6][CH:7]=1.C(N(CC)CC)C.[C:33](Cl)(=[O:40])[C:34]1[CH:39]=[CH:38][CH:37]=[CH:36][CH:35]=1.C(=O)(O)[O-].[Na+].